The task is: Regression. Given a peptide amino acid sequence and an MHC pseudo amino acid sequence, predict their binding affinity value. This is MHC class I binding data.. This data is from Peptide-MHC class I binding affinity with 185,985 pairs from IEDB/IMGT. (1) The peptide sequence is VLMHPDFCK. The MHC is HLA-A03:01 with pseudo-sequence HLA-A03:01. The binding affinity (normalized) is 0.800. (2) The binding affinity (normalized) is 0.0847. The MHC is HLA-A26:01 with pseudo-sequence HLA-A26:01. The peptide sequence is CYMHVSDYY. (3) The MHC is Mamu-B6601 with pseudo-sequence Mamu-B6601. The binding affinity (normalized) is 0.246. The peptide sequence is RNFPMAQVH. (4) The peptide sequence is HPKLRPILL. The MHC is HLA-A02:19 with pseudo-sequence HLA-A02:19. The binding affinity (normalized) is 0.0847. (5) The peptide sequence is IVKQRRWKL. The MHC is BoLA-T2b with pseudo-sequence BoLA-T2b. The binding affinity (normalized) is 0.0641. (6) The peptide sequence is EISGLRPGE. The MHC is HLA-B35:01 with pseudo-sequence HLA-B35:01. The binding affinity (normalized) is 0.0847. (7) The peptide sequence is NIAEYIAGLK. The MHC is HLA-A11:01 with pseudo-sequence HLA-A11:01. The binding affinity (normalized) is 0.422. (8) The peptide sequence is VQQESSFVM. The MHC is HLA-A31:01 with pseudo-sequence HLA-A31:01. The binding affinity (normalized) is 0.0847. (9) The peptide sequence is EASTWLDIF. The MHC is HLA-A02:01 with pseudo-sequence HLA-A02:01. The binding affinity (normalized) is 0.0847. (10) The peptide sequence is KLGGGQYGVK. The MHC is HLA-A02:01 with pseudo-sequence HLA-A02:01. The binding affinity (normalized) is 0.0676.